From a dataset of Catalyst prediction with 721,799 reactions and 888 catalyst types from USPTO. Predict which catalyst facilitates the given reaction. (1) Reactant: CC(OI1(OC(C)=O)(OC(C)=O)OC(=O)C2C=CC=CC1=2)=O.[F:23][C:24]([F:34])([F:33])[C:25]1[CH:26]=[CH:27][C:28]([CH2:31][OH:32])=[N:29][CH:30]=1.S([O-])([O-])(=O)=S.[Na+].[Na+]. Product: [F:33][C:24]([F:23])([F:34])[C:25]1[CH:26]=[CH:27][C:28]([CH:31]=[O:32])=[N:29][CH:30]=1. The catalyst class is: 2. (2) Reactant: [NH2:1][C:2]1[NH:6][N:5]=[C:4]([NH:7][C:8]2[CH:13]=[C:12]([C:14]([F:17])([F:16])[F:15])[C:11]([CH2:18][C:19]#[N:20])=[C:10]([Cl:21])[CH:9]=2)[N:3]=1.[N-:22]=[N+:23]=[N-:24].[Na+].[Cl-].[NH4+]. Product: [NH:22]1[C:19]([CH2:18][C:11]2[C:12]([C:14]([F:15])([F:16])[F:17])=[CH:13][C:8]([NH:7][C:4]3[N:3]=[C:2]([NH2:1])[NH:6][N:5]=3)=[CH:9][C:10]=2[Cl:21])=[N:20][N:24]=[N:23]1. The catalyst class is: 9. (3) Reactant: B.CSC.[C:5]([CH2:8][C:9]1[C:10]([Cl:18])=[C:11]([CH:15]=[CH:16][CH:17]=1)[C:12](O)=[O:13])(O)=[O:6]. Product: [Cl:18][C:10]1[C:11]([CH2:12][OH:13])=[CH:15][CH:16]=[CH:17][C:9]=1[CH2:8][CH2:5][OH:6]. The catalyst class is: 1.